This data is from Forward reaction prediction with 1.9M reactions from USPTO patents (1976-2016). The task is: Predict the product of the given reaction. (1) Given the reactants Br[C:2]1[C:3]([F:14])=[CH:4][N:5]=[C:6]2[C:11]=1[N:10]=[C:9]([O:12][CH3:13])[CH:8]=[CH:7]2.C(=O)([O-])O.[Na+].[H][H], predict the reaction product. The product is: [F:14][C:3]1[CH:2]=[C:11]2[C:6]([CH:7]=[CH:8][C:9]([O:12][CH3:13])=[N:10]2)=[N:5][CH:4]=1. (2) Given the reactants [NH2:1][C:2]1[N:7]=[CH:6][N:5]=[C:4]2[N:8]([CH:24]3[CH2:27][C:26]4([CH2:32][CH2:31][N:30](C(OC(C)(C)C)=O)[CH2:29][CH2:28]4)[CH2:25]3)[N:9]=[C:10]([C:11]3[CH:16]=[CH:15][C:14]([O:17][C:18]4[CH:23]=[CH:22][CH:21]=[CH:20][CH:19]=4)=[CH:13][CH:12]=3)[C:3]=12.Cl, predict the reaction product. The product is: [O:17]([C:14]1[CH:13]=[CH:12][C:11]([C:10]2[C:3]3[C:4](=[N:5][CH:6]=[N:7][C:2]=3[NH2:1])[N:8]([CH:24]3[CH2:27][C:26]4([CH2:32][CH2:31][NH:30][CH2:29][CH2:28]4)[CH2:25]3)[N:9]=2)=[CH:16][CH:15]=1)[C:18]1[CH:19]=[CH:20][CH:21]=[CH:22][CH:23]=1.